Predict the reaction yield, written as a fraction of the theoretical maximum amount of product (1.0 means a 100% yield; for example, 0.34 means a 34% yield). From a dataset of Reaction yield outcomes from USPTO patents with 853,638 reactions. (1) The reactants are CC1C=CC(S([O:11][C@H:12]([CH3:21])[C:13]([N:15]2[CH2:20][CH2:19][O:18][CH2:17][CH2:16]2)=[O:14])(=O)=O)=CC=1.[CH2:22]([N:25]1[CH:29]=[CH:28][CH:27]=[C:26]1[C:30]([NH:32][C:33]1[CH:38]=[CH:37][CH:36]=[C:35]([CH2:39][CH3:40])[CH:34]=1)=[O:31])[CH:23]=[CH2:24].C(=O)([O-])O.[Na+].S([O-])(O)(=O)=O.[K+]. The catalyst is [Cl-].C([N+](CC)(CC)CC)C1C=CC=CC=1.CN(C)C=O.C([O-])(=O)C.[Pd+2].C([O-])(=O)C. The product is [CH2:39]([C:35]1[CH:34]=[C:33]([NH:32][C:30]([C:26]2[N:25]([CH2:22]/[CH:23]=[CH:24]/[C:33]3[CH:38]=[CH:37][CH:36]=[C:35]([O:11][C@@H:12]([CH3:21])[C:13]([N:15]4[CH2:16][CH2:17][O:18][CH2:19][CH2:20]4)=[O:14])[CH:34]=3)[CH:29]=[CH:28][CH:27]=2)=[O:31])[CH:38]=[CH:37][CH:36]=1)[CH3:40]. The yield is 0.830. (2) The reactants are [CH3:1][O:2][C:3](=[O:15])[CH2:4][O:5][C:6]1[CH:11]=[CH:10][C:9]([N:12]=[C:13]=[O:14])=[CH:8][CH:7]=1.[CH2:16]([OH:19])[CH2:17][OH:18]. The yield is 0.829. The product is [CH3:1][O:2][C:3](=[O:15])[CH2:4][O:5][C:6]1[CH:11]=[CH:10][C:9]([NH:12][C:13]([O:18][CH2:17][CH2:16][OH:19])=[O:14])=[CH:8][CH:7]=1. The catalyst is O. (3) The reactants are [C:1]([C:3]1[CH:8]=[CH:7][C:6]([OH:9])=[CH:5][CH:4]=1)#[N:2].C(=O)([O-])[O-].[K+].[K+].[CH2:16](Br)[C:17]1[CH:22]=[CH:21][CH:20]=[CH:19][CH:18]=1.Cl. The catalyst is CN(C=O)C.O.C(OCC)(=O)C. The product is [CH2:16]([O:9][C:6]1[CH:7]=[CH:8][C:3]([C:1]#[N:2])=[CH:4][CH:5]=1)[C:17]1[CH:22]=[CH:21][CH:20]=[CH:19][CH:18]=1. The yield is 0.930.